Dataset: Orexin1 receptor HTS with 218,158 compounds and 233 confirmed actives. Task: Binary Classification. Given a drug SMILES string, predict its activity (active/inactive) in a high-throughput screening assay against a specified biological target. (1) The compound is O(CCCCN(CC)CC)c1c(OC)cccc1. The result is 0 (inactive). (2) The compound is O(c1c(OC(=O)c2occc2)ccc(c1)/C=N\NC(=O)c1ccncc1)CC. The result is 0 (inactive). (3) The molecule is [O-][N+](=O)c1cc(c(N)c(CC)c1)CC. The result is 0 (inactive). (4) The compound is Clc1c(S(=O)(=O)N2CCN(CC2)C(OCC)=O)ccc(OC)c1Cl. The result is 0 (inactive). (5) The compound is O(CC(=O)c1c2c([nH]c1)cccc2)C(=O)c1cc(NC(=O)c2occc2)c(cc1)C. The result is 0 (inactive). (6) The molecule is s1c(NC(=O)CCc2ccccc2)nnc1COC. The result is 0 (inactive). (7) The compound is S(CC(=O)Nc1cc(F)ccc1)c1nnc(c2ncccc2)cc1. The result is 0 (inactive). (8) The result is 0 (inactive). The compound is s1c(N(C(=O)C2OCCC2)C)nnc1c1ncc(nc1)C.